This data is from hERG Central: cardiac toxicity at 1µM, 10µM, and general inhibition. The task is: Predict hERG channel inhibition at various concentrations. (1) Results: hERG_inhib (hERG inhibition (general)): blocker. The compound is COc1cccc2cc(-c3csc(NC(=O)CCC(=O)NCCCN4CCC(C)CC4)n3)c(=O)oc12. (2) The molecule is COCCN(Cc1ccccc1)C(=O)c1cccc(S(=O)(=O)N2CCN(c3ccc(F)cc3)CC2)c1. Results: hERG_inhib (hERG inhibition (general)): blocker. (3) The drug is O=S(=O)(NCC(c1cccnc1)N1CCN(Cc2ccccc2)CC1)c1cc(F)ccc1F. Results: hERG_inhib (hERG inhibition (general)): blocker. (4) The drug is CCN1CCN(c2ccc([N+](=O)[O-])cc2C(=O)OC)CC1. Results: hERG_inhib (hERG inhibition (general)): blocker.